This data is from Full USPTO retrosynthesis dataset with 1.9M reactions from patents (1976-2016). The task is: Predict the reactants needed to synthesize the given product. (1) Given the product [CH2:27]([N:7]1[C:2](=[O:1])[CH:3]=[CH:4][C:5]([C:8]2[S:12][C:11]([C:13]([O:15][CH2:16][CH3:17])=[O:14])=[N:10][C:9]=2[C:18]2[CH:19]=[CH:20][CH:21]=[CH:22][CH:23]=2)=[N:6]1)[CH3:28], predict the reactants needed to synthesize it. The reactants are: [O:1]=[C:2]1[NH:7][N:6]=[C:5]([C:8]2[S:12][C:11]([C:13]([O:15][CH2:16][CH3:17])=[O:14])=[N:10][C:9]=2[C:18]2[CH:23]=[CH:22][CH:21]=[CH:20][CH:19]=2)[CH:4]=[CH:3]1.[H-].[Na+].I[CH2:27][CH3:28].O. (2) The reactants are: [C:1]([CH:4](C(OC(C)(C)C)=O)[C:5]([C:7]12[CH2:14][CH2:13][C:10]([C:15]([O:17][CH3:18])=[O:16])([CH2:11][CH2:12]1)[CH2:9][CH2:8]2)=[O:6])(=[O:3])[CH3:2].FC(F)(F)C=O.C(=O)(O)[O-].[Na+]. Given the product [O:3]=[C:1]([CH3:2])[CH2:4][C:5]([C:7]12[CH2:12][CH2:11][C:10]([C:15]([O:17][CH3:18])=[O:16])([CH2:13][CH2:14]1)[CH2:9][CH2:8]2)=[O:6], predict the reactants needed to synthesize it. (3) Given the product [CH3:1][O:2][C:3]1[CH:20]=[CH:19][C:18]2[C:5](=[CH:6][CH:7]=[C:8]3[C:17]=2[CH:16]([C:21]2[CH:26]=[CH:25][C:24]([O:27][CH2:28][CH2:29][N:30]4[CH2:31][CH2:32][CH2:33][CH2:34][CH2:35]4)=[CH:23][CH:22]=2)[O:15][C:14]2[C:9]3=[CH:10][CH:11]=[C:12]([O:36][S:44]([C:47]([F:50])([F:49])[F:48])(=[O:46])=[O:45])[CH:13]=2)[CH:4]=1, predict the reactants needed to synthesize it. The reactants are: [CH3:1][O:2][C:3]1[CH:20]=[CH:19][C:18]2[C:5](=[CH:6][CH:7]=[C:8]3[C:17]=2[CH:16]([C:21]2[CH:26]=[CH:25][C:24]([O:27][CH2:28][CH2:29][N:30]4[CH2:35][CH2:34][CH2:33][CH2:32][CH2:31]4)=[CH:23][CH:22]=2)[O:15][C:14]2[C:9]3=[CH:10][CH:11]=[C:12]([OH:36])[CH:13]=2)[CH:4]=1.C1C=CC(N([S:44]([C:47]([F:50])([F:49])[F:48])(=[O:46])=[O:45])[S:44]([C:47]([F:50])([F:49])[F:48])(=[O:46])=[O:45])=CC=1.C(N(C(C)C)CC)(C)C. (4) Given the product [Cl:15][C:16]1[CH:21]=[CH:20][C:19]([C:5]([C:4]2[CH:8]=[CH:9][CH:10]=[C:2]([F:1])[CH:3]=2)=[O:7])=[CH:18][CH:17]=1, predict the reactants needed to synthesize it. The reactants are: [F:1][C:2]1[CH:3]=[C:4]([CH:8]=[CH:9][CH:10]=1)[C:5]([OH:7])=O.S(Cl)(Cl)=O.[Cl:15][C:16]1[CH:21]=[CH:20][CH:19]=[CH:18][CH:17]=1.[Cl-].[Cl-].[Cl-].[Al+3].Cl. (5) Given the product [Cl:11][C:12]1[C:17]([CH:18]=[O:19])=[C:16]([Cl:20])[CH:15]=[C:14]([CH3:21])[N:13]=1, predict the reactants needed to synthesize it. The reactants are: CS(C)=O.C(Cl)(=O)C(Cl)=O.[Cl:11][C:12]1[C:17]([CH2:18][OH:19])=[C:16]([Cl:20])[CH:15]=[C:14]([CH3:21])[N:13]=1.C(N(CC)CC)C.